The task is: Regression. Given a peptide amino acid sequence and an MHC pseudo amino acid sequence, predict their binding affinity value. This is MHC class I binding data.. This data is from Peptide-MHC class I binding affinity with 185,985 pairs from IEDB/IMGT. (1) The MHC is HLA-A68:02 with pseudo-sequence HLA-A68:02. The binding affinity (normalized) is 0. The peptide sequence is YADSVKGR. (2) The peptide sequence is SEKTHIHIF. The MHC is HLA-B15:09 with pseudo-sequence HLA-B15:09. The binding affinity (normalized) is 0.0847.